This data is from Forward reaction prediction with 1.9M reactions from USPTO patents (1976-2016). The task is: Predict the product of the given reaction. (1) The product is: [Br:1][C:2]1[CH:3]=[C:4]([NH:10][C:11]2[CH:16]=[CH:15][C:14]([N:17]3[CH2:22][CH2:21][N:20]([CH3:27])[CH2:19][C@H:18]3[CH3:23])=[CH:13][N:12]=2)[C:5](=[O:9])[N:6]([CH3:8])[CH:7]=1. Given the reactants [Br:1][C:2]1[CH:3]=[C:4]([NH:10][C:11]2[CH:16]=[CH:15][C:14]([N:17]3[CH2:22][CH2:21][NH:20][CH2:19][C@H:18]3[CH3:23])=[CH:13][N:12]=2)[C:5](=[O:9])[N:6]([CH3:8])[CH:7]=1.C=O.[BH3-][C:27]#N.[Na+].O, predict the reaction product. (2) The product is: [CH3:25][S:26]([O:17][C@@H:15]([CH:12]1[CH2:13][CH2:14][N:9]([C:7]2[O:6][N:5]=[C:4]([CH:2]([CH3:1])[CH3:3])[N:8]=2)[CH2:10][CH2:11]1)[CH3:16])(=[O:28])=[O:27]. Given the reactants [CH3:1][CH:2]([C:4]1[N:8]=[C:7]([N:9]2[CH2:14][CH2:13][CH:12]([C@H:15]([OH:17])[CH3:16])[CH2:11][CH2:10]2)[O:6][N:5]=1)[CH3:3].CCN(CC)CC.[CH3:25][S:26](Cl)(=[O:28])=[O:27], predict the reaction product.